This data is from Forward reaction prediction with 1.9M reactions from USPTO patents (1976-2016). The task is: Predict the product of the given reaction. (1) The product is: [F:26][C:10]1[CH:11]=[C:12]([C:16]2[CH:21]=[CH:20][CH:19]=[C:18]([S:22][CH:23]([CH3:24])[CH3:25])[N:17]=2)[CH:13]=[C:14]([F:15])[C:9]=1[O:8][CH2:7][CH2:6][CH2:5][C:4]([OH:27])=[O:3]. Given the reactants C([O:3][C:4](=[O:27])[CH2:5][CH2:6][CH2:7][O:8][C:9]1[C:14]([F:15])=[CH:13][C:12]([C:16]2[CH:21]=[CH:20][CH:19]=[C:18]([S:22][CH:23]([CH3:25])[CH3:24])[N:17]=2)=[CH:11][C:10]=1[F:26])C, predict the reaction product. (2) Given the reactants [C:1]([O:5][C:6]([NH:8][CH:9]([C:16]1[CH:21]=[CH:20][CH:19]=[CH:18][CH:17]=1)[CH:10]=[CH:11][C:12]([O:14][CH3:15])=[O:13])=[O:7])([CH3:4])([CH3:3])[CH3:2].[H][H], predict the reaction product. The product is: [C:1]([O:5][C:6]([NH:8][CH:9]([C:16]1[CH:17]=[CH:18][CH:19]=[CH:20][CH:21]=1)[CH2:10][CH2:11][C:12]([O:14][CH3:15])=[O:13])=[O:7])([CH3:4])([CH3:2])[CH3:3]. (3) Given the reactants [CH3:1][O:2][C:3](=[O:31])[CH2:4][CH2:5][CH2:6][CH2:7][CH2:8][CH2:9][CH2:10][CH2:11][NH:12][C:13]1[CH:18]=[CH:17][CH:16]=[CH:15][C:14]=1[S:19](=[O:30])(=[O:29])[NH:20][C:21]([C@@:23]1([NH2:28])[CH2:25][C@H:24]1[CH:26]=[CH2:27])=[O:22].[C:32]([O:36][C:37]([N:39]1[CH2:43][C@H:42]([O:44][C:45]2[C:54]3[C:49](=[CH:50][C:51]([O:55][CH3:56])=[CH:52][CH:53]=3)[N:48]=[C:47]([C:57]3[N:58]=[C:59]([NH:62][CH:63]([CH3:65])[CH3:64])[S:60][CH:61]=3)[CH:46]=2)[CH2:41][C@H:40]1[C:66](O)=[O:67])=[O:38])([CH3:35])([CH3:34])[CH3:33].CN(C(ON1N=NC2C=CC=NC1=2)=[N+](C)C)C.F[P-](F)(F)(F)(F)F.CCN(C(C)C)C(C)C, predict the reaction product. The product is: [C:32]([O:36][C:37]([N:39]1[CH2:43][C@H:42]([O:44][C:45]2[C:54]3[C:49](=[CH:50][C:51]([O:55][CH3:56])=[CH:52][CH:53]=3)[N:48]=[C:47]([C:57]3[N:58]=[C:59]([NH:62][CH:63]([CH3:64])[CH3:65])[S:60][CH:61]=3)[CH:46]=2)[CH2:41][C@H:40]1[C:66](=[O:67])[NH:28][C@:23]1([C:21]([NH:20][S:19]([C:14]2[CH:15]=[CH:16][CH:17]=[CH:18][C:13]=2[NH:12][CH2:11][CH2:10][CH2:9][CH2:8][CH2:7][CH2:6][CH2:5][CH2:4][C:3]([O:2][CH3:1])=[O:31])(=[O:30])=[O:29])=[O:22])[CH2:25][C@H:24]1[CH:26]=[CH2:27])=[O:38])([CH3:35])([CH3:33])[CH3:34]. (4) Given the reactants [CH2:1]([N:8]([CH2:30][C:31]1[CH:36]=[CH:35][CH:34]=[CH:33][CH:32]=1)[S:9]([C:12]1[CH:21]=[C:20]2[C:15]([CH:16]=[CH:17][C:18]([NH:22][C:23](=[O:29])[O:24][C:25]([CH3:28])([CH3:27])[CH3:26])=[CH:19]2)=[CH:14][CH:13]=1)(=[O:11])=[O:10])[C:2]1[CH:7]=[CH:6][CH:5]=[CH:4][CH:3]=1.C1C(=O)N([Br:44])C(=O)C1.C([O-])([O-])=O.[K+].[K+], predict the reaction product. The product is: [Br:44][C:19]1[C:20]2[C:15](=[CH:14][CH:13]=[C:12]([S:9]([N:8]([CH2:1][C:2]3[CH:3]=[CH:4][CH:5]=[CH:6][CH:7]=3)[CH2:30][C:31]3[CH:32]=[CH:33][CH:34]=[CH:35][CH:36]=3)(=[O:11])=[O:10])[CH:21]=2)[CH:16]=[CH:17][C:18]=1[NH:22][C:23](=[O:29])[O:24][C:25]([CH3:28])([CH3:27])[CH3:26]. (5) Given the reactants [C:1]([O:5][C:6]([N:8]([CH3:18])[C:9]1[CH:17]=[CH:16][C:12]([C:13](O)=[O:14])=[CH:11][N:10]=1)=[O:7])([CH3:4])([CH3:3])[CH3:2].CN.C(N)C.[Cl:24]CCCl, predict the reaction product. The product is: [C:1]([O:5][C:6](=[O:7])[N:8]([C:9]1[CH:17]=[CH:16][C:12]([C:13]([Cl:24])=[O:14])=[CH:11][N:10]=1)[CH3:18])([CH3:4])([CH3:3])[CH3:2]. (6) Given the reactants [CH2:1]([O:8][C:9]1[CH:18]=[CH:17][C:16]([CH3:19])=[C:15]2[C:10]=1[CH2:11][CH2:12][CH2:13][CH:14]2[C:20]([N:22]([C:29]1[CH:30]=[N:31][C:32]([CH:35]([CH3:37])[CH3:36])=[CH:33][CH:34]=1)[CH2:23][C:24]1[CH:25]=[N:26][NH:27][CH:28]=1)=[O:21])[C:2]1[CH:7]=[CH:6][CH:5]=[CH:4][CH:3]=1.Cl.Cl[CH2:40][C:41]1[CH:46]=[C:45]([CH3:47])[CH:44]=[CH:43][N:42]=1, predict the reaction product. The product is: [CH2:1]([O:8][C:9]1[CH:18]=[CH:17][C:16]([CH3:19])=[C:15]2[C:10]=1[CH2:11][CH2:12][CH2:13][CH:14]2[C:20]([N:22]([C:29]1[CH:30]=[N:31][C:32]([CH:35]([CH3:37])[CH3:36])=[CH:33][CH:34]=1)[CH2:23][C:24]1[CH:25]=[N:26][N:27]([CH2:40][C:41]2[CH:46]=[C:45]([CH3:47])[CH:44]=[CH:43][N:42]=2)[CH:28]=1)=[O:21])[C:2]1[CH:3]=[CH:4][CH:5]=[CH:6][CH:7]=1. (7) Given the reactants [C:1]([C@@H:3]([NH:22][C:23]([C@@H:25]1[CH2:31][N:30](C(OC(C)(C)C)=O)[CH2:29][CH2:28][CH2:27][O:26]1)=[O:24])[CH2:4][C:5]1[CH:10]=[CH:9][C:8]([C:11]2[CH:12]=[CH:13][C:14]3[O:18][C:17](=[O:19])[N:16]([CH3:20])[C:15]=3[CH:21]=2)=[CH:7][CH:6]=1)#[N:2], predict the reaction product. The product is: [C:1]([C@@H:3]([NH:22][C:23]([C@@H:25]1[CH2:31][NH:30][CH2:29][CH2:28][CH2:27][O:26]1)=[O:24])[CH2:4][C:5]1[CH:10]=[CH:9][C:8]([C:11]2[CH:12]=[CH:13][C:14]3[O:18][C:17](=[O:19])[N:16]([CH3:20])[C:15]=3[CH:21]=2)=[CH:7][CH:6]=1)#[N:2]. (8) Given the reactants [Br:1][C:2]1[CH:3]=[N:4][NH:5][CH:6]=1.[Cl:7][CH2:8][CH2:9]O.C1C=CC(P(C2C=CC=CC=2)C2C=CC=CC=2)=CC=1.CCOC(/N=N/C(OCC)=O)=O, predict the reaction product. The product is: [Br:1][C:2]1[CH:3]=[N:4][N:5]([CH2:9][CH2:8][Cl:7])[CH:6]=1. (9) Given the reactants [NH2:1][C:2]12[C:8]([CH3:10])([CH3:9])[C:5]([CH3:11])([CH2:6][CH2:7]1)[C:4](=[O:12])[CH2:3]2.Cl[C:14]1[C:19]([Cl:20])=[CH:18][N:17]=[C:16]([NH2:21])[C:15]=1[N+:22]([O-:24])=[O:23].CCN(C(C)C)C(C)C, predict the reaction product. The product is: [NH2:21][C:16]1[C:15]([N+:22]([O-:24])=[O:23])=[C:14]([NH:1][C:2]23[C:8]([CH3:9])([CH3:10])[C:5]([CH3:11])([CH2:6][CH2:7]2)[C:4](=[O:12])[CH2:3]3)[C:19]([Cl:20])=[CH:18][N:17]=1. (10) Given the reactants [F:1][C:2]([F:23])([F:22])[C:3]1[CH:8]=[CH:7][C:6]([C:9](=[NH:21])[NH:10][C:11]2[CH:16]=[CH:15][C:14]([S:17]([CH3:20])(=[O:19])=[O:18])=[CH:13][CH:12]=2)=[CH:5][CH:4]=1.C(=O)(O)[O-].[Na+].Br[CH2:30][C:31](=[O:36])[C:32]([F:35])([F:34])[F:33], predict the reaction product. The product is: [OH:36][C:31]1([C:32]([F:35])([F:34])[F:33])[CH2:30][N:10]([C:11]2[CH:16]=[CH:15][C:14]([S:17]([CH3:20])(=[O:19])=[O:18])=[CH:13][CH:12]=2)[C:9]([C:6]2[CH:5]=[CH:4][C:3]([C:2]([F:1])([F:22])[F:23])=[CH:8][CH:7]=2)=[N:21]1.